The task is: Predict the reaction yield, written as a fraction of the theoretical maximum amount of product (1.0 means a 100% yield; for example, 0.34 means a 34% yield).. This data is from Reaction yield outcomes from USPTO patents with 853,638 reactions. (1) The reactants are [CH3:1][C:2]([CH3:13])([CH3:12])[C:3]([NH:5][C:6]1[CH:7]=[N:8][CH:9]=[CH:10][CH:11]=1)=[O:4].CN(CCN(C)C)C.[Li].[I:23]I. The catalyst is O1CCCC1.C(OCC)C. The product is [I:23][C:11]1[CH:10]=[CH:9][N:8]=[CH:7][C:6]=1[NH:5][C:3](=[O:4])[C:2]([CH3:13])([CH3:12])[CH3:1]. The yield is 0.380. (2) The reactants are CO[C:3]([C:5]1(C)[C:14](=[O:15])[C:13]2[CH:12]=[N:11][CH:10]=[C:9]([Br:16])[C:8]=2[CH2:7][CH2:6]1)=O.Cl. No catalyst specified. The product is [Br:16][C:9]1[C:8]2[CH2:7][CH2:6][CH:5]([CH3:3])[C:14](=[O:15])[C:13]=2[CH:12]=[N:11][CH:10]=1. The yield is 0.900. (3) The reactants are [C:1]1([C:7]2[C:8](O[C:11](=[O:13])[CH:12]=2)=[O:9])[CH:6]=[CH:5][CH:4]=[CH:3][CH:2]=1.O.O.O.C([O-])(=O)C.[Na+].O.[NH2:23][NH2:24]. The catalyst is C(O)(=O)C. The product is [C:1]1([C:7]2[C:8](=[O:9])[NH:23][NH:24][C:11](=[O:13])[CH:12]=2)[CH:6]=[CH:5][CH:4]=[CH:3][CH:2]=1. The yield is 0.340.